Dataset: Peptide-MHC class I binding affinity with 185,985 pairs from IEDB/IMGT. Task: Regression. Given a peptide amino acid sequence and an MHC pseudo amino acid sequence, predict their binding affinity value. This is MHC class I binding data. (1) The peptide sequence is EEFLQCGRL. The MHC is HLA-A03:01 with pseudo-sequence HLA-A03:01. The binding affinity (normalized) is 0.0847. (2) The peptide sequence is EIEIEKNKK. The MHC is HLA-B46:01 with pseudo-sequence HLA-B46:01. The binding affinity (normalized) is 0.0847. (3) The peptide sequence is KGAVDLSHFL. The MHC is HLA-A29:02 with pseudo-sequence HLA-A29:02. The binding affinity (normalized) is 0.0628. (4) The peptide sequence is AQRWANQIR. The MHC is HLA-B58:01 with pseudo-sequence HLA-B58:01. The binding affinity (normalized) is 0.0847.